From a dataset of Reaction yield outcomes from USPTO patents with 853,638 reactions. Predict the reaction yield, written as a fraction of the theoretical maximum amount of product (1.0 means a 100% yield; for example, 0.34 means a 34% yield). The reactants are [CH3:1][O:2][C:3](=[O:23])[C:4]1[CH:9]=[CH:8][C:7]([CH:10]([NH:15][C:16]([O:18][C:19]([CH3:22])([CH3:21])[CH3:20])=[O:17])[CH2:11][C:12]([OH:14])=[O:13])=[CH:6][CH:5]=1.C([O-])([O-])=O.[K+].[K+].[C:30](Br)([CH3:33])([CH3:32])[CH3:31]. The catalyst is CN(C=O)C.[Cl-].C([N+](CC)(CC)CC)C1C=CC=CC=1. The product is [CH3:1][O:2][C:3](=[O:23])[C:4]1[CH:5]=[CH:6][C:7]([CH:10]([NH:15][C:16]([O:18][C:19]([CH3:20])([CH3:22])[CH3:21])=[O:17])[CH2:11][C:12]([O:14][C:30]([CH3:33])([CH3:32])[CH3:31])=[O:13])=[CH:8][CH:9]=1. The yield is 0.670.